From a dataset of Rat liver microsome stability data. Regression/Classification. Given a drug SMILES string, predict its absorption, distribution, metabolism, or excretion properties. Task type varies by dataset: regression for continuous measurements (e.g., permeability, clearance, half-life) or binary classification for categorical outcomes (e.g., BBB penetration, CYP inhibition). Dataset: rlm. (1) The drug is N#Cc1ccc(-c2cnc3ccc(-c4ccc(C(=O)N5CCOCC5)cc4)nn23)cc1. The result is 0 (unstable in rat liver microsomes). (2) The compound is CC(=O)c1c(C)[nH]c(C(=O)Nc2cccc(S(=O)(=O)N3CC[C@@H](F)C3)c2)c1C. The result is 1 (stable in rat liver microsomes). (3) The molecule is Cc1nc2ccccc2n1-c1cccc(Oc2cccc(S(C)(=O)=O)c2)c1. The result is 1 (stable in rat liver microsomes). (4) The molecule is Cc1cnc(NCC(c2ccccc2)c2ccccc2)c(=O)n1CC(=O)NCCON=C(N)N. The result is 1 (stable in rat liver microsomes). (5) The drug is C[C@@H]1C[C@H](N)CN(c2ccncc2NC(=O)c2ccc(F)c(-c3c(F)cccc3F)n2)C1. The result is 1 (stable in rat liver microsomes). (6) The compound is N=c1c(C(=O)NCc2ccccc2)cc2c(=O)n3ccccc3nc2n1Cc1ccccc1. The result is 1 (stable in rat liver microsomes). (7) The drug is Cc1ccc(S(=O)(=O)N2CCN(C(=O)c3cc4c(s3)CCC4)CC2)cc1. The result is 1 (stable in rat liver microsomes).